From a dataset of Forward reaction prediction with 1.9M reactions from USPTO patents (1976-2016). Predict the product of the given reaction. Given the reactants [Cl:1][C:2]1[CH:10]=[C:9]([C:11]2[N:16]=[C:15]3[N:17]([CH2:20][C:21]4[CH:22]=[C:23]5[C:28](=[CH:29][CH:30]=4)[N:27]=[CH:26][CH:25]=[CH:24]5)[N:18]=[N:19][C:14]3=[CH:13][CH:12]=2)[CH:8]=[CH:7][C:3]=1[C:4]([OH:6])=O.[NH2:31][C:32]1[N:36]=[CH:35][NH:34][N:33]=1, predict the reaction product. The product is: [Cl:1][C:2]1[CH:10]=[C:9]([C:11]2[N:16]=[C:15]3[N:17]([CH2:20][C:21]4[CH:22]=[C:23]5[C:28](=[CH:29][CH:30]=4)[N:27]=[CH:26][CH:25]=[CH:24]5)[N:18]=[N:19][C:14]3=[CH:13][CH:12]=2)[CH:8]=[CH:7][C:3]=1[C:4]([NH:31][C:32]1[N:36]=[CH:35][NH:34][N:33]=1)=[O:6].